This data is from Catalyst prediction with 721,799 reactions and 888 catalyst types from USPTO. The task is: Predict which catalyst facilitates the given reaction. (1) Reactant: [B:1]1([OH:11])[C:5]2[CH:6]=[C:7]([OH:10])[CH:8]=[CH:9][C:4]=2[CH2:3][O:2]1.C([O-])([O-])=O.[K+].[K+].Cl[C:19]1[CH:26]=[CH:25][C:22]([C:23]#[N:24])=[CH:21][N:20]=1. Product: [OH:11][B:1]1[C:5]2[CH:6]=[C:7]([O:10][C:19]3[CH:26]=[CH:25][C:22]([C:23]#[N:24])=[CH:21][N:20]=3)[CH:8]=[CH:9][C:4]=2[CH2:3][O:2]1. The catalyst class is: 3. (2) Reactant: [NH:1]1[C:9]2[C:4](=[CH:5][CH:6]=[CH:7][CH:8]=2)[CH:3]=[CH:2]1.[C:10]([NH:17][S:18](Cl)(=[O:20])=[O:19])([O:12][C:13]([CH3:16])([CH3:15])[CH3:14])=[O:11].O. Product: [C:10]([NH:17][S:18]([C:3]1[C:4]2[C:9](=[CH:8][CH:7]=[CH:6][CH:5]=2)[NH:1][CH:2]=1)(=[O:19])=[O:20])([O:12][C:13]([CH3:16])([CH3:15])[CH3:14])=[O:11]. The catalyst class is: 1. (3) Reactant: [Br:1][C:2]1[CH:6]=[C:5]([C:7]2[O:12][C:11](=[O:13])[C:10]3[CH:14]=[C:15]([Cl:19])[CH:16]=[C:17]([CH3:18])[C:9]=3[N:8]=2)[N:4]([C:20]2[C:25]([Cl:26])=[CH:24][CH:23]=[CH:22][N:21]=2)[N:3]=1.CCOCC.[CH3:32][CH:33]([CH:35]1[CH2:37][CH2:36]1)[NH2:34]. Product: [Br:1][C:2]1[CH:6]=[C:5]([C:7]([NH:8][C:9]2[C:17]([CH3:18])=[CH:16][C:15]([Cl:19])=[CH:14][C:10]=2[C:11]([NH:34][CH:33]([CH:35]2[CH2:37][CH2:36]2)[CH3:32])=[O:13])=[O:12])[N:4]([C:20]2[C:25]([Cl:26])=[CH:24][CH:23]=[CH:22][N:21]=2)[N:3]=1. The catalyst class is: 10. (4) Reactant: [CH3:1][C@@H:2]1[CH2:6][CH2:5][C:4](=O)[CH:3]1[C:8]([O:10]CC)=O.[NH2:13][C:14]([NH2:16])=[S:15].[OH-].[K+]. Product: [SH:15][C:14]1[N:13]=[C:8]([OH:10])[C:3]2[C@H:2]([CH3:1])[CH2:6][CH2:5][C:4]=2[N:16]=1. The catalyst class is: 40. (5) Reactant: [F:1][C:2]([F:21])([F:20])[C:3]1[C:4]([NH2:19])=[N:5][CH:6]=[C:7]([C:9]2[CH:14]=[CH:13][C:12]([C:15]([F:18])([F:17])[F:16])=[CH:11][CH:10]=2)[CH:8]=1.CO[CH:24](OC)[N:25]([CH3:27])[CH3:26]. Product: [CH3:24][N:25]([CH3:27])[CH:26]=[N:19][C:4]1[C:3]([C:2]([F:1])([F:20])[F:21])=[CH:8][C:7]([C:9]2[CH:14]=[CH:13][C:12]([C:15]([F:18])([F:17])[F:16])=[CH:11][CH:10]=2)=[CH:6][N:5]=1. The catalyst class is: 11. (6) Reactant: [F:1][C:2]1[CH:7]=[CH:6][C:5]([CH2:8][NH:9][C:10]([C:12]2[CH:17]=[CH:16][CH:15]=[C:14]([CH2:18][CH:19]3[CH2:24][CH2:23][N:22]([CH3:25])[CH2:21][CH2:20]3)[CH:13]=2)=[O:11])=[CH:4][C:3]=1[C:26]1[CH:31]=[CH:30][CH:29]=[C:28]([CH2:32][N:33]2[CH2:38][CH2:37][N:36]([C:39]([O:41][CH2:42][C:43]3[CH:48]=[CH:47][CH:46]=[CH:45][CH:44]=3)=[O:40])[C@@H:35]([CH3:49])[CH2:34]2)[CH:27]=1.[I:50][CH3:51]. Product: [I-:50].[F:1][C:2]1[C:3]([C:26]2[CH:31]=[CH:30][CH:29]=[C:28]([CH2:32][N:33]3[CH2:38][CH2:37][N:36]([C:39]([O:41][CH2:42][C:43]4[CH:44]=[CH:45][CH:46]=[CH:47][CH:48]=4)=[O:40])[C@@H:35]([CH3:49])[CH2:34]3)[CH:27]=2)=[CH:4][C:5]([CH2:8][NH:9][C:10]([C:12]2[CH:13]=[C:14]([CH2:18][CH:19]3[CH2:24][CH2:23][N+:22]([CH3:51])([CH3:25])[CH2:21][CH2:20]3)[CH:15]=[CH:16][CH:17]=2)=[O:11])=[CH:6][CH:7]=1. The catalyst class is: 21.